Dataset: Peptide-MHC class I binding affinity with 185,985 pairs from IEDB/IMGT. Task: Regression. Given a peptide amino acid sequence and an MHC pseudo amino acid sequence, predict their binding affinity value. This is MHC class I binding data. The peptide sequence is KVRGRLLAL. The MHC is HLA-B15:09 with pseudo-sequence HLA-B15:09. The binding affinity (normalized) is 0.0847.